Predict the product of the given reaction. From a dataset of Forward reaction prediction with 1.9M reactions from USPTO patents (1976-2016). Given the reactants [N+:1]([O-:4])(O)=[O:2].[CH2:5]([O:8][C:9](=[O:19])[NH:10][C:11]1[C:16]([CH3:17])=[CH:15][CH:14]=[CH:13][C:12]=1[CH3:18])[CH2:6][CH3:7].C(O)(=O)C.N([O-])=O.[Na+], predict the reaction product. The product is: [CH2:5]([O:8][C:9](=[O:19])[NH:10][C:11]1[C:12]([CH3:18])=[CH:13][C:14]([N+:1]([O-:4])=[O:2])=[CH:15][C:16]=1[CH3:17])[CH2:6][CH3:7].